Dataset: Full USPTO retrosynthesis dataset with 1.9M reactions from patents (1976-2016). Task: Predict the reactants needed to synthesize the given product. (1) Given the product [CH:5]([C@H:18]1[CH2:23][C@H:22]([OH:24])[CH2:21][CH2:20][O:19]1)([C:12]1[CH:17]=[CH:16][CH:15]=[CH:14][CH:13]=1)[C:6]1[CH:7]=[CH:8][CH:9]=[CH:10][CH:11]=1, predict the reactants needed to synthesize it. The reactants are: [BH3-]C#N.[Na+].[CH:5]([CH:18]1[CH2:23][C:22](=[O:24])[CH:21]=[CH:20][O:19]1)([C:12]1[CH:17]=[CH:16][CH:15]=[CH:14][CH:13]=1)[C:6]1[CH:11]=[CH:10][CH:9]=[CH:8][CH:7]=1.B(F)(F)F.CCOCC. (2) Given the product [N:45]1[CH:50]=[CH:49][CH:48]=[C:47]([C:2]2[CH:3]=[C:4]3[C:10]([C:26]4[CH:27]=[N:28][N:29]([CH:31]5[CH2:32][CH2:33][N:34]([C:37]([O:39][C:40]([CH3:41])([CH3:42])[CH3:43])=[O:38])[CH2:35][CH2:36]5)[CH:30]=4)=[N:9][N:8]([CH:12]4[CH2:17][CH2:16][CH2:15][CH2:14][O:13]4)[C:5]3=[CH:6][N:7]=2)[CH:46]=1, predict the reactants needed to synthesize it. The reactants are: Br[C:2]1[CH:3]=[C:4]2[C:10](I)=[N:9][N:8]([CH:12]3[CH2:17][CH2:16][CH2:15][CH2:14][O:13]3)[C:5]2=[CH:6][N:7]=1.CC1(C)C(C)(C)OB([C:26]2[CH:27]=[N:28][N:29]([CH:31]3[CH2:36][CH2:35][N:34]([C:37]([O:39][C:40]([CH3:43])([CH3:42])[CH3:41])=[O:38])[CH2:33][CH2:32]3)[CH:30]=2)O1.[N:45]1[CH:50]=[CH:49][CH:48]=[C:47](B2OC(C)(C)C(C)(C)O2)[CH:46]=1.